From a dataset of Experimentally validated miRNA-target interactions with 360,000+ pairs, plus equal number of negative samples. Binary Classification. Given a miRNA mature sequence and a target amino acid sequence, predict their likelihood of interaction. (1) The miRNA is hsa-miR-5004-5p with sequence UGAGGACAGGGCAAAUUCACGA. The protein sequence of the target gene is MFQRFTSLFFNTPAPPEDSNCPGAFVSEEDEVDGWLIIDLQDSYTAPPDPGASPAPAGRPPPAPSLMDESWFVTPPACFTAEGPGLGPARLQSNPLEDLLIEHPSMSVYVTGSTIVLESGPPSPHPEAALPDQDLSDGELAPALREPRALHHAAAPMPARAVLLEKAGQVRRLQRARQRAERHTLSAKVLQRQNRARESRSRRPKHQGSFIYQPCQRQFNY. Result: 0 (no interaction). (2) The miRNA is cel-miR-90-3p with sequence UGAUAUGUUGUUUGAAUGCCCCU. The protein sequence of the target gene is MAGPRVEVDGSIMEGGGQILRVSTALSCLLGLPLRVQKIRAGRSTPGLRPQHLSGLEMIRDLCDGQLEGAEIGSTEITFTPEKIKGGIHTADTKTAGSVCLLMQVSMPCVLFAASPSELHLKGGTNAEMAPQIDYTVMVFKPIVEKFGFIFNCDIKTRGYYPKGGGEVIVRMSPVKQLNPINLTERGCVTKIYGRAFVAGVLPFKVAKDMAAAAVRCIRKEIRDLYVNIQPVQEPKDQAFGNGNGIIIIAETSTGCLFAGSSLGKRGVNADKVGIEAAEMLLANLRHGGTVDEYLQDQLI.... Result: 0 (no interaction). (3) The miRNA is hsa-miR-650 with sequence AGGAGGCAGCGCUCUCAGGAC. The protein sequence of the target gene is MDLPRGLVVAWALSLWPGFTDTFNMDTRKPRVIPGSRTAFFGYTVQQHDISGNKWLVVGAPLETNGYQKTGDVYKCPVIHGNCTKLNLGRVTLSNVSERKDNMRLGLSLATNPKDNSFLACSPLWSHECGSSYYTTGMCSRVNSNFRFSKTVAPALQRCQTYMDIVIVLDGSNSIYPWVEVQHFLINILKKFYIGPGQIQVGVVQYGEDVVHEFHLNDYRSVKDVVEAASHIEQRGGTETRTAFGIEFARSEAFQKGGRKGAKKVMIVITDGESHDSPDLEKVIQQSERDNVTRYAVAVL.... Result: 1 (interaction). (4) The miRNA is hsa-miR-7155-5p with sequence UCUGGGGUCUUGGGCCAUC. The protein sequence of the target gene is MERHQPRLHHPAQGSAAGTPYPSSASLRGCRESKMPRRKGPQHPPPPSGPEEPGEKRPKFHLNIRTLTDDMLDKFASIRIPGSKKERPPLPNLKTAFASSDCSAAPLEMMENFPKPLSENELLELFEKMMEDMNLNEDKKAPLREKDFSIKKEMVMQYINTASKTGSLKRSRQISPQEFIHELKMGSADERLVTCLESLRVSLTSNPVSWVESFGHEGLGLLLDILEKLISGKIQEKVVKKNQHKVIQCLKALMNTQYGLERIMSEERSLSLLAKAVDPRHPNMMTDVVKLLSAVCIVGE.... Result: 0 (no interaction). (5) The miRNA is hsa-let-7g-3p with sequence CUGUACAGGCCACUGCCUUGC. The protein sequence of the target gene is MAQKMDCGAGLLGFQAEASVEDSALLMQTLMEAIQISEAPPTNQATAAASPQSSQPPTANEMADIQVSAAAARPKSAFKVQNATTKGPNGVYDFSQAHNAKDVPNTQPKAAFKSQNATPKGPNAAYDFSQAATTGELAANKSEMAFKAQNATTKVGPNATYNFSQSLNANDLANSRPKTPFKAWNDTTKAPTADTQTQNVNQAKMATSQADIETDPGISEPDGATAQTSADGSQAQNLESRTIIRGKRTRKINNLNVEENSSGDQRRAPLAAGTWRSAPVPVTTQNPPGAPPNVLWQTPL.... Result: 1 (interaction). (6) The miRNA is mmu-miR-421-5p with sequence CUCAUUAAAUGUUUGUUGAAU. The protein sequence of the target gene is MKEEKEHRPKEKRVTLLTPAGATGSGGGTSGDSSKGEDKQDRNKEKKEALSKVVIRRLPPTLTKEQLQEHLQPMPEHDYFEFFSNDTSLYPHMYARAYINFKNQEDIILFRDRFDGYVFLDNKGQEYPAIVEFAPFQKAAKKKTKKRDTKVGTIDDDPEYRKFLESYATDNEKMTSTPETLLEEIEAKNRELIAKKTTPLLSFLKNKQRMREEKREERRRREIERKRQREEERRKWKEEEKRKRKDIEKLKKIDRIPERDKLKDEPKIKVHRFLLQAVNQKNLLKKPEKGDEKELDKREK.... Result: 0 (no interaction). (7) The miRNA is hsa-miR-5583-5p with sequence AAACUAAUAUACCCAUAUUCUG. The protein sequence of the target gene is MPFIDDALLWCPDNDGRLVGGLDLGTCIADDSTANGTENLNPSIQSAGNPNNPQQSVGGEILGSVESAGNELNGAAARNVNVVVEPLCGGDSSDELFRSFSESNFEIESLLSDLATVEVKVENEENNNNVITDDDFASVAAAVVANDDLLAKENAQLSAQGLVDSVAASLADSGDAGGQQALLAFGSSSSAASAIAAAAAALCGDLINNNNNNSNSNNNSNGNGNHGGGGGGASSGGGVAGDCATKLEYALMGGQPLAEEPRFVTSAAANPLLVEKLMSKCLNIEKRMDKLSDTEIPIVK.... Result: 0 (no interaction). (8) The miRNA is mmu-miR-3963 with sequence UGUAUCCCACUUCUGACAC. The protein sequence of the target gene is MSYQQQQCKQPCQPPPVCPTPKCPEPCPPPKCPEPYLPPPCPPEHCPPPPCQDKCPPVQPYPPCQQKYPPKSK. Result: 0 (no interaction). (9) The miRNA is mmu-miR-1956 with sequence AGUCCAGGGCUGAGUCAGCGGA. The protein sequence of the target gene is MDAGFFRGTSAEQDNRFSNKQKKLLKQLKFAECLEKKVDMSKVNLEVIKPWITKRVTEILGFEDDVVIEFIFNQLEVKNPDSKMMQINLTGFLNGKNAREFMGELWPLLLSAQENIAGIPSAFLELKKEEIKQRQIEQEKLASMKKQDEDKDKRDKEEKESSREKRERSRSPRRRKSRSPSPRRRSSPVRRERKRSHSRSPRHRTKSRSPSPAPEKKEKTPELPEPSVKVKEPSVQEATSTSDILKVPKPEPIPEPKEPSPEKNSKKEKEKEKTRPRSRSRSKSRSRTRSRSPSHTRPRR.... Result: 0 (no interaction). (10) The miRNA is hsa-miR-3178 with sequence GGGGCGCGGCCGGAUCG. The protein sequence of the target gene is MSVKKKDLITLQDPEAKYPLPLIEKEQISHNTRRFRFGLPSPDHVLGLPVGNYVHLLAQINNELVIRAYTPVSSDDDQGFVDLIIKIYFKNVHPKYPEGGKMTQYLENMKIGDTILFRGPTGRLFYNEPGTLLIKANKTSEPEKKLVHHLGMIAGGTGITPMLQLIRHITKDTSDETRMSLLFANQTEEDILLRKELEEVATTHHKQFNLWYTLDRPPSDWKYSSGFVSADMIKEHLPPPGEDTLILVCGPPPLIQAAAHPSLEQLSYTKDMIFIY. Result: 0 (no interaction).